Dataset: Catalyst prediction with 721,799 reactions and 888 catalyst types from USPTO. Task: Predict which catalyst facilitates the given reaction. (1) Reactant: [F:1][C:2]1[CH:3]=[CH:4][C:5]2[N:9]=[C:8]([CH:10]3[CH2:15][CH2:14][N:13]([CH2:16][C:17]4[CH:22]=[CH:21][C:20]([C:23]5[C:30]([C:31]6[CH:36]=[CH:35][CH:34]=[CH:33][CH:32]=6)=[CH:29][C:26]([C:27]#[N:28])=[CH:25][N:24]=5)=[CH:19][CH:18]=4)[CH2:12][CH2:11]3)[NH:7][C:6]=2[CH:37]=1.[NH:38]1CCC(N2C3C=CC=CC=3NC2=O)CC1.[Li+].C[Si]([N-][Si](C)(C)C)(C)C.Cl.[OH-].[Na+]. Product: [F:1][C:2]1[CH:3]=[CH:4][C:5]2[N:9]=[C:8]([CH:10]3[CH2:15][CH2:14][N:13]([CH2:16][C:17]4[CH:22]=[CH:21][C:20]([C:23]5[N:24]=[CH:25][C:26]([C:27](=[NH:38])[NH2:28])=[CH:29][C:30]=5[C:31]5[CH:32]=[CH:33][CH:34]=[CH:35][CH:36]=5)=[CH:19][CH:18]=4)[CH2:12][CH2:11]3)[NH:7][C:6]=2[CH:37]=1. The catalyst class is: 1. (2) Reactant: [Cl:1][C:2]1[CH:3]=[CH:4][C:5]([C:8]([OH:10])=O)=[N:6][CH:7]=1.C[N:12](C(ON1N=NC2C=CC=NC1=2)=[N+](C)C)C.F[P-](F)(F)(F)(F)F.[NH2:35][C:36]1[CH:37]=[CH:38][C:39]([F:54])=[C:40]([C@@:42]2([CH:51]([F:53])[F:52])[NH:47][C:46](=S)[CH2:45][CH2:44][C:43]2([F:50])[F:49])[CH:41]=1.C(N(CC)C(C)C)(C)C.[NH4+].[Cl-]. Product: [NH2:12][C:46]1[CH2:45][CH2:44][C:43]([F:50])([F:49])[C@:42]([C:40]2[CH:41]=[C:36]([NH:35][C:8](=[O:10])[C:5]3[CH:4]=[CH:3][C:2]([Cl:1])=[CH:7][N:6]=3)[CH:37]=[CH:38][C:39]=2[F:54])([CH:51]([F:53])[F:52])[N:47]=1. The catalyst class is: 3. (3) Reactant: [NH2:1][C:2]1[CH:7]=[CH:6][C:5]([N+:8]([O-:10])=[O:9])=[CH:4][C:3]=1[OH:11].[F-].[K+].Br[CH:15]([F:21])[C:16](OCC)=[O:17]. Product: [F:21][CH:15]1[C:16](=[O:17])[NH:1][C:2]2[CH:7]=[CH:6][C:5]([N+:8]([O-:10])=[O:9])=[CH:4][C:3]=2[O:11]1. The catalyst class is: 42. (4) Product: [CH3:21][C:16]1[CH:15]=[CH:14][C:13]2[C:18](=[CH:19][CH:20]=[C:11]([N:8]3[C:6]4[N:7]=[C:2]([NH:23][C@@H:24]5[CH2:28][CH2:27][C@@H:26]([C:29]([OH:31])=[O:30])[CH2:25]5)[N:3]=[CH:4][C:5]=4[N:10]=[N:9]3)[CH:12]=2)[N:17]=1. Reactant: Cl[C:2]1[N:3]=[CH:4][C:5]2[N:10]=[N:9][N:8]([C:11]3[CH:12]=[C:13]4[C:18](=[CH:19][CH:20]=3)[N:17]=[C:16]([CH3:21])[CH:15]=[CH:14]4)[C:6]=2[N:7]=1.Cl.[NH2:23][C@@H:24]1[CH2:28][CH2:27][C@@H:26]([C:29]([OH:31])=[O:30])[CH2:25]1.C(N(C(C)C)C(C)C)C. The catalyst class is: 141. (5) Reactant: FC(F)(F)C(O)=O.[CH3:8][O:9][C:10](=[O:22])[CH2:11][NH:12][C:13](=[O:21])[C@H:14]([CH2:16][O:17][CH2:18][CH:19]=[CH2:20])[NH2:15].[C:23]([O:27][C:28]([NH:30][C@H:31]([C:37]([NH:39][C:40]([CH3:52])([CH3:51])[C:41](N[C@H](C(O)=O)C(C)C)=[O:42])=[O:38])[CH2:32][O:33][CH2:34][CH:35]=[CH2:36])=[O:29])([CH3:26])([CH3:25])[CH3:24].C(N(CC)C(C)C)(C)C.C1C=C2N=NN(O)C2=CC=1.O.CCN=C=NCCCN(C)C.Cl. Product: [CH3:8][O:9][C:10](=[O:22])[CH2:11][NH:12][C:13](=[O:21])[C@H:14]([CH2:16][O:17][CH2:18][CH:19]=[CH2:20])[NH:15][C:41](=[O:42])[C:40]([CH3:52])([CH3:51])[NH:39][C:37](=[O:38])[C@H:31]([CH2:32][O:33][CH2:34][CH:35]=[CH2:36])[NH:30][C:28]([O:27][C:23]([CH3:25])([CH3:26])[CH3:24])=[O:29]. The catalyst class is: 2. (6) Reactant: [Cl:1][C:2]1[CH:39]=[CH:38][C:5]([CH2:6][N:7]2[C:15]([C:16]3[CH:33]=[CH:32][C:19]([O:20][C:21]4[CH:30]=[CH:29][CH:28]=[C:27]5[C:22]=4[CH2:23][CH2:24][CH2:25][C:26]5=[O:31])=[CH:18][CH:17]=3)=[C:14]3[C:9]([C:10]([C:34]([F:37])([F:36])[F:35])=[CH:11][CH:12]=[CH:13]3)=[N:8]2)=[C:4]([F:40])[CH:3]=1.[BH4-].[Na+]. Product: [Cl:1][C:2]1[CH:39]=[CH:38][C:5]([CH2:6][N:7]2[C:15]([C:16]3[CH:33]=[CH:32][C:19]([O:20][C:21]4[CH:30]=[CH:29][CH:28]=[C:27]5[C:22]=4[CH2:23][CH2:24][CH2:25][CH:26]5[OH:31])=[CH:18][CH:17]=3)=[C:14]3[C:9]([C:10]([C:34]([F:36])([F:37])[F:35])=[CH:11][CH:12]=[CH:13]3)=[N:8]2)=[C:4]([F:40])[CH:3]=1. The catalyst class is: 14. (7) Reactant: NN.O=C1C2C(=CC=CC=2)C(=O)[N:5]1[CH2:14][C:15]([CH3:21])([CH3:20])[C:16]([O:18][CH3:19])=[O:17]. Product: [NH2:5][CH2:14][C:15]([CH3:21])([CH3:20])[C:16]([O:18][CH3:19])=[O:17]. The catalyst class is: 459. (8) The catalyst class is: 4. Product: [CH2:13]([NH:20][C:7]1[S:6][C:5]2=[N:4][CH:3]=[C:2]([I:1])[N:9]2[N:8]=1)[C:14]1[CH:19]=[CH:18][CH:17]=[CH:16][CH:15]=1. Reactant: [I:1][C:2]1[N:9]2[C:5]([S:6][C:7](S(C)=O)=[N:8]2)=[N:4][CH:3]=1.[CH2:13]([NH2:20])[C:14]1[CH:19]=[CH:18][CH:17]=[CH:16][CH:15]=1. (9) Reactant: C([N:4]1[C:12]2[C:7](=[CH:8][CH:9]=[CH:10][CH:11]=2)[C:6](=[C:13](OCC)[C:14]2[CH:19]=[CH:18][CH:17]=[CH:16][CH:15]=2)[C:5]1=[O:23])(=O)C.[C:24]([O:33][CH3:34])(=[O:32])[C:25]1[C:26](=[CH:28][CH:29]=[CH:30][CH:31]=1)[NH2:27].[OH-].[Na+]. Product: [CH3:34][O:33][C:24]([C:25]1[CH:31]=[CH:30][CH:29]=[CH:28][C:26]=1[NH:27]/[C:13](=[C:6]1\[C:5](=[O:23])[NH:4][C:12]2[C:7]\1=[CH:8][CH:9]=[CH:10][CH:11]=2)/[C:14]1[CH:15]=[CH:16][CH:17]=[CH:18][CH:19]=1)=[O:32]. The catalyst class is: 121.